This data is from Catalyst prediction with 721,799 reactions and 888 catalyst types from USPTO. The task is: Predict which catalyst facilitates the given reaction. (1) Reactant: [NH:1]1[C@@H:5]2[CH2:6][N:7]([C:10]([O:12][CH2:13][C:14]3[CH:19]=[CH:18][CH:17]=[CH:16][CH:15]=3)=[O:11])[CH2:8][CH2:9][C@@H:4]2[CH2:3][CH2:2]1.CCN(C(C)C)C(C)C.[F:29][C:30]([F:41])([F:40])[C:31](O[C:31](=[O:32])[C:30]([F:41])([F:40])[F:29])=[O:32].C([O-])(O)=O.[Na+].C(Cl)Cl. Product: [F:29][C:30]([F:41])([F:40])[C:31]([N:1]1[C@@H:5]2[CH2:6][N:7]([C:10]([O:12][CH2:13][C:14]3[CH:19]=[CH:18][CH:17]=[CH:16][CH:15]=3)=[O:11])[CH2:8][CH2:9][C@@H:4]2[CH2:3][CH2:2]1)=[O:32]. The catalyst class is: 2. (2) Reactant: C[O:2][C:3](=O)[C:4]([CH2:6]Br)=[CH2:5].[Cl:9][C:10]1[CH:15]=[CH:14][CH:13]=[CH:12][C:11]=1[C:16]1[S:17][C:18]([CH:21]=[N:22][CH3:23])=[CH:19][N:20]=1. Product: [Cl:9][C:10]1[CH:15]=[CH:14][CH:13]=[CH:12][C:11]=1[C:16]1[S:17][C:18]([CH:21]2[N:22]([CH3:23])[C:3](=[O:2])[C:4](=[CH2:5])[CH2:6]2)=[CH:19][N:20]=1. The catalyst class is: 324.